From a dataset of Peptide-MHC class I binding affinity with 185,985 pairs from IEDB/IMGT. Regression. Given a peptide amino acid sequence and an MHC pseudo amino acid sequence, predict their binding affinity value. This is MHC class I binding data. (1) The peptide sequence is SRVYQILQPIL. The MHC is Mamu-B08 with pseudo-sequence Mamu-B08. The binding affinity (normalized) is 0.479. (2) The peptide sequence is FSYDLRLNK. The MHC is HLA-A11:01 with pseudo-sequence HLA-A11:01. The binding affinity (normalized) is 0.853. (3) The peptide sequence is SMYPSCCCT. The MHC is HLA-A68:01 with pseudo-sequence HLA-A68:01. The binding affinity (normalized) is 0. (4) The peptide sequence is FVPYVLALV. The MHC is HLA-A02:01 with pseudo-sequence HLA-A02:01. The binding affinity (normalized) is 1.00. (5) The peptide sequence is GEENFSSRMY. The MHC is HLA-B44:02 with pseudo-sequence HLA-B44:02. The binding affinity (normalized) is 0.625. (6) The peptide sequence is ASARFSWLSL. The MHC is Patr-B0101 with pseudo-sequence Patr-B0101. The binding affinity (normalized) is 0.738. (7) The peptide sequence is MAAEQRRSTI. The MHC is HLA-A02:06 with pseudo-sequence HLA-A02:06. The binding affinity (normalized) is 0.105. (8) The peptide sequence is AVMFFPFWF. The MHC is HLA-B40:01 with pseudo-sequence HLA-B40:01. The binding affinity (normalized) is 0.0847. (9) The peptide sequence is YPLHEQYGM. The MHC is HLA-A03:01 with pseudo-sequence HLA-A03:01. The binding affinity (normalized) is 0.